From a dataset of Peptide-MHC class I binding affinity with 185,985 pairs from IEDB/IMGT. Regression. Given a peptide amino acid sequence and an MHC pseudo amino acid sequence, predict their binding affinity value. This is MHC class I binding data. The peptide sequence is NMLREGLSP. The MHC is HLA-B08:01 with pseudo-sequence HLA-B08:01. The binding affinity (normalized) is 0.0847.